This data is from Full USPTO retrosynthesis dataset with 1.9M reactions from patents (1976-2016). The task is: Predict the reactants needed to synthesize the given product. (1) The reactants are: C[C:2]1[CH:3]=[C:4]([OH:10])[C:5]([O:8][CH3:9])=[CH:6][CH:7]=1.[C:11]([C:15]1[CH:16]=[C:17]([OH:21])[CH:18]=[CH:19][CH:20]=1)([CH3:14])([CH3:13])[CH3:12].[CH3:22]OS([O-])(=O)=O.C[N+](CC)(CC)CC. Given the product [OH:10][C:4]1[C:5]([O:8][CH3:9])=[CH:6][C:7]([CH3:22])=[CH:2][C:3]=1[C:18]1[CH:19]=[CH:20][C:15]([C:11]([CH3:14])([CH3:12])[CH3:13])=[CH:16][C:17]=1[OH:21], predict the reactants needed to synthesize it. (2) The reactants are: [ClH:1].[CH2:2]([O:9][C:10](=[O:29])[C@H:11]([CH3:28])[CH2:12][C@H:13]([NH2:27])[CH2:14][C:15]1[CH:20]=[CH:19][C:18]([C:21]2[CH:26]=[CH:25][CH:24]=[CH:23][CH:22]=2)=[CH:17][CH:16]=1)[C:3]1C=CC=CC=1.ClC1C=C(B(O)O)[CH:34]=[CH:35][CH:36]=1.[CH2:40](Cl)Cl.[C:43]([O-:46])([O-:45])=O.[Na+].[Na+]. Given the product [CH2:2]([O:9][C:10](=[O:29])/[C:11](/[CH3:28])=[CH:12]/[C@H:13]([NH:27][C:43]([O:46][C:35]([CH3:34])([CH3:36])[CH3:40])=[O:45])[CH2:14][C:15]1[CH:20]=[CH:19][C:18]([C:21]2[CH:22]=[CH:23][CH:24]=[C:25]([Cl:1])[CH:26]=2)=[CH:17][CH:16]=1)[CH3:3], predict the reactants needed to synthesize it. (3) Given the product [CH2:23]([O:25][C:26]([C:28]1[CH:29]=[N:30][N:31]([C:7]2[N:6]([S:3](=[O:5])(=[O:4])[N:2]([CH3:22])[CH3:1])[C:10]3[CH:11]=[C:12]([Cl:20])[C:13]([O:15][C:16]([F:19])([F:18])[F:17])=[CH:14][C:9]=3[N:8]=2)[CH:32]=1)=[O:27])[CH3:24], predict the reactants needed to synthesize it. The reactants are: [CH3:1][N:2]([CH3:22])[S:3]([N:6]1[C:10]2[CH:11]=[C:12]([Cl:20])[C:13]([O:15][C:16]([F:19])([F:18])[F:17])=[CH:14][C:9]=2[N:8]=[C:7]1Cl)(=[O:5])=[O:4].[CH2:23]([O:25][C:26]([C:28]1[CH:29]=[N:30][NH:31][CH:32]=1)=[O:27])[CH3:24].C([O-])([O-])=O.[K+].[K+]. (4) Given the product [CH:21]1([C:19]([CH:18]2[CH2:17][N:8]([C:6]([O:5][C:1]([CH3:2])([CH3:3])[CH3:4])=[O:7])[C@H:9]([CH3:16])[CH2:10][C:11]2=[O:12])=[O:20])[CH2:25][CH2:24][CH2:23][CH2:22]1, predict the reactants needed to synthesize it. The reactants are: [C:1]([O:5][C:6]([N:8]([CH2:17][CH2:18][C:19]([CH:21]1[CH2:25][CH2:24][CH2:23][CH2:22]1)=[O:20])[C@H:9]([CH3:16])[CH2:10][C:11](OCC)=[O:12])=[O:7])([CH3:4])([CH3:3])[CH3:2].CC([O-])(C)C.[K+]. (5) Given the product [CH3:24][O:23][C:20]1[CH:21]=[CH:22][C:17]([CH2:16][O:15][C:4]2[CH:5]=[CH:6][C:7]3[N:8]=[CH:9][C:10](=[O:11])[NH:1][C:2]=3[N:3]=2)=[CH:18][CH:19]=1, predict the reactants needed to synthesize it. The reactants are: [NH2:1][C:2]1[C:7]([NH:8][CH2:9][C:10](OCC)=[O:11])=[CH:6][CH:5]=[C:4]([O:15][CH2:16][C:17]2[CH:22]=[CH:21][C:20]([O:23][CH3:24])=[CH:19][CH:18]=2)[N:3]=1. (6) Given the product [Cl:1][C:2]1[C:11]2[C:6](=[CH:7][C:8]([F:13])=[CH:9][C:10]=2[F:12])[N:5]=[C:4]([C:14]2[CH:19]=[C:18]([O:20][C:21]([F:22])([F:23])[F:24])[CH:17]=[CH:16][C:15]=2[S:30]([CH3:34])(=[O:32])=[O:29])[C:3]=1[CH3:27], predict the reactants needed to synthesize it. The reactants are: [Cl:1][C:2]1[C:11]2[C:6](=[CH:7][C:8]([F:13])=[CH:9][C:10]=2[F:12])[N:5]=[C:4]([C:14]2[CH:19]=[C:18]([O:20][C:21]([F:24])([F:23])[F:22])[CH:17]=[CH:16][C:15]=2SC)[C:3]=1[CH3:27].O[O:29][S:30]([O-:32])=O.[K+].[CH2:34]1COCC1. (7) Given the product [C:1]([C:3]1[S:4][C:5]2[CH:11]=[C:10]([N+:12]([O-:14])=[O:13])[CH:9]=[CH:8][C:6]=2[N:7]=1)#[N:2], predict the reactants needed to synthesize it. The reactants are: [C:1]([C:3]1[S:4][C:5]2[CH:11]=[CH:10][CH:9]=[CH:8][C:6]=2[N:7]=1)#[N:2].[N+:12]([O-])([OH:14])=[O:13].